Task: Binary Classification. Given a drug SMILES string, predict its activity (active/inactive) in a high-throughput screening assay against a specified biological target.. Dataset: KCNQ2 potassium channel screen with 302,405 compounds (1) The drug is N(Cc1ccccc1)c1nc(nc(n1)NN)C. The result is 0 (inactive). (2) The drug is O=C1C=C/C(=c2\[nH][nH]\c(nn2)=C2\C=CC(=O)C=C2)C=C1. The result is 0 (inactive). (3) The drug is O=c1c(CN(CC)CC)c([nH]c2c1cc(cc2)C)c1ccccc1. The result is 0 (inactive). (4) The compound is O(CCCNC1CCCC1)c1ccc(cc1)C. The result is 0 (inactive).